Dataset: Full USPTO retrosynthesis dataset with 1.9M reactions from patents (1976-2016). Task: Predict the reactants needed to synthesize the given product. (1) Given the product [CH3:1][O:2][C:3]1[CH:4]=[CH:5][C:6]([C:9]2[CH:14]=[CH:13][CH:12]=[C:11]([O:15][C:16]3[CH:23]=[CH:22][C:19]([CH:20]=[C:28]4[S:24][C:25](=[O:30])[NH:26][C:27]4=[O:29])=[CH:18][CH:17]=3)[CH:10]=2)=[CH:7][CH:8]=1, predict the reactants needed to synthesize it. The reactants are: [CH3:1][O:2][C:3]1[CH:8]=[CH:7][C:6]([C:9]2[CH:14]=[CH:13][CH:12]=[C:11]([O:15][C:16]3[CH:23]=[CH:22][C:19]([CH:20]=O)=[CH:18][CH:17]=3)[CH:10]=2)=[CH:5][CH:4]=1.[S:24]1[CH2:28][C:27](=[O:29])[NH:26][C:25]1=[O:30].C(O)(=O)C1C=CC=CC=1.N1CCCCC1. (2) Given the product [CH3:1][Si:2]([CH3:34])([CH3:33])[CH2:3][CH2:4][O:5][CH2:6][N:7]([CH2:25][O:26][CH2:27][CH2:28][Si:29]([CH3:32])([CH3:31])[CH3:30])[C:8]1[N:13]2[N:14]=[CH:15][C:16]([C:44]3[CH:43]=[N:42][C:41]([C:35]4[CH:40]=[CH:39][CH:38]=[CH:37][CH:36]=4)=[CH:46][CH:45]=3)=[C:12]2[N:11]=[C:10]([CH:18]2[CH2:23][CH2:22][C:21](=[O:24])[CH2:20][CH2:19]2)[CH:9]=1, predict the reactants needed to synthesize it. The reactants are: [CH3:1][Si:2]([CH3:34])([CH3:33])[CH2:3][CH2:4][O:5][CH2:6][N:7]([CH2:25][O:26][CH2:27][CH2:28][Si:29]([CH3:32])([CH3:31])[CH3:30])[C:8]1[N:13]2[N:14]=[CH:15][C:16](I)=[C:12]2[N:11]=[C:10]([CH:18]2[CH2:23][CH2:22][C:21](=[O:24])[CH2:20][CH2:19]2)[CH:9]=1.[C:35]1([C:41]2[CH:46]=[CH:45][C:44](B3OC(C)(C)C(C)(C)O3)=[CH:43][N:42]=2)[CH:40]=[CH:39][CH:38]=[CH:37][CH:36]=1.[O-]P([O-])([O-])=O.[K+].[K+].[K+]. (3) Given the product [OH:1][CH2:2][CH2:3][C:4]1[CH:9]=[CH:8][C:7]([CH2:10][CH2:11][O:12][S:27]([C:24]2[CH:25]=[CH:26][C:21]([CH3:31])=[CH:22][CH:23]=2)(=[O:29])=[O:28])=[CH:6][CH:5]=1, predict the reactants needed to synthesize it. The reactants are: [OH:1][CH2:2][CH2:3][C:4]1[CH:9]=[CH:8][C:7]([CH2:10][CH2:11][OH:12])=[CH:6][CH:5]=1.C1N2CCN(CC2)C1.[C:21]1([CH3:31])[CH:26]=[CH:25][C:24]([S:27](Cl)(=[O:29])=[O:28])=[CH:23][CH:22]=1. (4) Given the product [F:12][C:13]1[CH:18]=[CH:17][C:16]([CH:19]=[O:20])=[CH:15][C:14]=1[C:2]1[N:7]=[C:6]([C:8]([O:10][CH3:11])=[O:9])[CH:5]=[CH:4][CH:3]=1, predict the reactants needed to synthesize it. The reactants are: Br[C:2]1[N:7]=[C:6]([C:8]([O:10][CH3:11])=[O:9])[CH:5]=[CH:4][CH:3]=1.[F:12][C:13]1[CH:18]=[CH:17][C:16]([CH:19]=[O:20])=[CH:15][C:14]=1B(O)O.C([O-])([O-])=O.[Na+].[Na+]. (5) Given the product [Cl:1][C:2]1[N:3]=[CH:4][C:5](=[O:8])[N:6]([CH3:9])[CH:7]=1, predict the reactants needed to synthesize it. The reactants are: [Cl:1][C:2]1[N:3]=[CH:4][C:5]([OH:8])=[N:6][CH:7]=1.[C:9]([O-])([O-])=O.[K+].[K+].CI. (6) Given the product [N+:1]1([O-:21])[C:2]([C:7]2[CH:12]=[CH:11][CH:10]=[CH:9][N:8]=2)=[CH:3][CH:4]=[CH:5][CH:6]=1, predict the reactants needed to synthesize it. The reactants are: [N:1]1[CH:6]=[CH:5][CH:4]=[CH:3][C:2]=1[C:7]1[CH:12]=[CH:11][CH:10]=[CH:9][N:8]=1.ClC1C=CC=C(C(OO)=[O:21])C=1. (7) Given the product [F:21][C:22]1[CH:30]=[C:29]2[C:25]([C:26]([C:40]3[CH:41]=[N:42][N:43]([CH:45]4[CH2:46][CH2:47][N:48]([S:51]([CH2:54][CH2:55][O:56][CH3:57])(=[O:53])=[O:52])[CH2:49][CH2:50]4)[CH:44]=3)=[CH:27][NH:28]2)=[CH:24][CH:23]=1, predict the reactants needed to synthesize it. The reactants are: FC1C=C2C(C(I)=CN2S(C2C=CC=CC=2)(=O)=O)=CC=1.[F:21][C:22]1[CH:30]=[C:29]2[C:25]([C:26]([C:40]3[CH:41]=[N:42][N:43]([CH:45]4[CH2:50][CH2:49][N:48]([S:51]([CH2:54][CH2:55][O:56][CH3:57])(=[O:53])=[O:52])[CH2:47][CH2:46]4)[CH:44]=3)=[CH:27][N:28]2S(C2C=CC=CC=2)(=O)=O)=[CH:24][CH:23]=1. (8) The reactants are: C[O:2][C:3]([C:5]1[NH:6][C:7]2[C:12]([CH:13]=1)=[CH:11][C:10]([S:14]([CH3:17])(=[O:16])=[O:15])=[CH:9][CH:8]=2)=[O:4].[Li+].[OH-].C(O)(=O)C. Given the product [CH3:17][S:14]([C:10]1[CH:11]=[C:12]2[C:7](=[CH:8][CH:9]=1)[NH:6][C:5]([C:3]([OH:4])=[O:2])=[CH:13]2)(=[O:16])=[O:15], predict the reactants needed to synthesize it.